Dataset: Ames mutagenicity test results for genotoxicity prediction. Task: Regression/Classification. Given a drug SMILES string, predict its toxicity properties. Task type varies by dataset: regression for continuous values (e.g., LD50, hERG inhibition percentage) or binary classification for toxic/non-toxic outcomes (e.g., AMES mutagenicity, cardiotoxicity, hepatotoxicity). Dataset: ames. (1) The drug is Brc1c(Br)c(Br)c(Br)c(Br)c1Br. The result is 0 (non-mutagenic). (2) The result is 0 (non-mutagenic). The compound is CCC(=O)NCc1ccccc1. (3) The compound is Oc1ncc(N(CCCl)CCCl)c(O)n1. The result is 1 (mutagenic). (4) The drug is CCCCCCCCCCCC(C)=O. The result is 0 (non-mutagenic). (5) The compound is COc1ccc(-c2nc(-c3ccccc3)c(-c3ccccc3)[nH]2)cc1OC. The result is 1 (mutagenic). (6) The compound is CNS(=O)(=O)c1ccc(NC(C)=O)cc1. The result is 0 (non-mutagenic). (7) The molecule is C=CC(=O)OCCBr. The result is 1 (mutagenic). (8) The drug is O=[N+]([O-])c1ccc2cc3ccccc3cc2c1. The result is 1 (mutagenic). (9) The compound is NC(=O)NNC(N)=O. The result is 0 (non-mutagenic). (10) The drug is COCC(O)Cn1cc([N+](=O)[O-])nc1Cl. The result is 1 (mutagenic).